Regression. Given two drug SMILES strings and cell line genomic features, predict the synergy score measuring deviation from expected non-interaction effect. From a dataset of NCI-60 drug combinations with 297,098 pairs across 59 cell lines. (1) Drug 1: CN(C)C1=NC(=NC(=N1)N(C)C)N(C)C. Drug 2: CCCS(=O)(=O)NC1=C(C(=C(C=C1)F)C(=O)C2=CNC3=C2C=C(C=N3)C4=CC=C(C=C4)Cl)F. Cell line: LOX IMVI. Synergy scores: CSS=22.5, Synergy_ZIP=-15.0, Synergy_Bliss=-9.58, Synergy_Loewe=-30.0, Synergy_HSA=-7.08. (2) Drug 1: CN(C)C1=NC(=NC(=N1)N(C)C)N(C)C. Drug 2: C1C(C(OC1N2C=NC3=C2NC=NCC3O)CO)O. Cell line: SNB-75. Synergy scores: CSS=-2.77, Synergy_ZIP=-0.412, Synergy_Bliss=-2.83, Synergy_Loewe=-4.84, Synergy_HSA=-4.48. (3) Synergy scores: CSS=9.96, Synergy_ZIP=-4.64, Synergy_Bliss=-7.32, Synergy_Loewe=-8.84, Synergy_HSA=-8.83. Cell line: 786-0. Drug 1: C1=CC(=CC=C1CC(C(=O)O)N)N(CCCl)CCCl.Cl. Drug 2: B(C(CC(C)C)NC(=O)C(CC1=CC=CC=C1)NC(=O)C2=NC=CN=C2)(O)O. (4) Drug 1: CCC1(CC2CC(C3=C(CCN(C2)C1)C4=CC=CC=C4N3)(C5=C(C=C6C(=C5)C78CCN9C7C(C=CC9)(C(C(C8N6C)(C(=O)OC)O)OC(=O)C)CC)OC)C(=O)OC)O.OS(=O)(=O)O. Drug 2: CC1CCCC2(C(O2)CC(NC(=O)CC(C(C(=O)C(C1O)C)(C)C)O)C(=CC3=CSC(=N3)C)C)C. Cell line: LOX IMVI. Synergy scores: CSS=46.8, Synergy_ZIP=5.88, Synergy_Bliss=2.54, Synergy_Loewe=-11.1, Synergy_HSA=-1.35. (5) Drug 1: CC12CCC3C(C1CCC2=O)CC(=C)C4=CC(=O)C=CC34C. Drug 2: C1CN(CCN1C(=O)CCBr)C(=O)CCBr. Cell line: HCT-15. Synergy scores: CSS=62.3, Synergy_ZIP=-3.71, Synergy_Bliss=2.33, Synergy_Loewe=-2.19, Synergy_HSA=2.42.